Dataset: Full USPTO retrosynthesis dataset with 1.9M reactions from patents (1976-2016). Task: Predict the reactants needed to synthesize the given product. (1) Given the product [C:1]([O:5][C:6]([N:8]1[C:12](=[O:13])/[C:11](=[CH:14]\[OH:26])/[CH:10]2[CH2:18][C:19]3[C:24]([CH:9]12)=[CH:23][CH:22]=[CH:21][CH:20]=3)=[O:7])([CH3:4])([CH3:3])[CH3:2], predict the reactants needed to synthesize it. The reactants are: [C:1]([O:5][C:6]([N:8]1[C:12](=[O:13])/[C:11](=[CH:14]\N(C)C)/[CH:10]2[CH2:18][C:19]3[C:24]([CH:9]12)=[CH:23][CH:22]=[CH:21][CH:20]=3)=[O:7])([CH3:4])([CH3:3])[CH3:2].Cl.[O:26]1CCCC1. (2) Given the product [CH3:1][C:2]1([CH3:32])[CH2:11][CH:10]=[C:9]([CH2:12][C:13]([O:15][CH2:16][CH3:17])=[O:14])[C:8]2[CH:7]=[C:6]([N:19]=[N:20][C:45]3[CH:46]=[CH:47][C:42]([C:13]([O:15][CH2:16][CH3:17])=[O:14])=[CH:43][CH:44]=3)[CH:5]=[CH:4][C:3]1=2, predict the reactants needed to synthesize it. The reactants are: [CH3:1][C:2]1([CH3:32])[CH2:11][CH2:10][C:9](O)([CH2:12][C:13]([O:15][CH2:16][CH3:17])=[O:14])[C:8]2[CH:7]=[C:6]([N:19]=[N:20]C3C=CC=CC=3C(OCC)=O)[CH:5]=[CH:4][C:3]1=2.[CH2:42]1[CH2:47][CH2:46][CH:45](N=C=N[CH:42]2[CH2:47][CH2:46][CH2:45][CH2:44][CH2:43]2)[CH2:44][CH2:43]1.